This data is from NCI-60 drug combinations with 297,098 pairs across 59 cell lines. The task is: Regression. Given two drug SMILES strings and cell line genomic features, predict the synergy score measuring deviation from expected non-interaction effect. (1) Drug 1: CS(=O)(=O)CCNCC1=CC=C(O1)C2=CC3=C(C=C2)N=CN=C3NC4=CC(=C(C=C4)OCC5=CC(=CC=C5)F)Cl. Drug 2: CC1=C(N=C(N=C1N)C(CC(=O)N)NCC(C(=O)N)N)C(=O)NC(C(C2=CN=CN2)OC3C(C(C(C(O3)CO)O)O)OC4C(C(C(C(O4)CO)O)OC(=O)N)O)C(=O)NC(C)C(C(C)C(=O)NC(C(C)O)C(=O)NCCC5=NC(=CS5)C6=NC(=CS6)C(=O)NCCC[S+](C)C)O. Cell line: SF-539. Synergy scores: CSS=40.0, Synergy_ZIP=-0.968, Synergy_Bliss=-1.43, Synergy_Loewe=-29.9, Synergy_HSA=-0.390. (2) Drug 1: CC(CN1CC(=O)NC(=O)C1)N2CC(=O)NC(=O)C2. Drug 2: C(CC(=O)O)C(=O)CN.Cl. Cell line: MOLT-4. Synergy scores: CSS=54.0, Synergy_ZIP=-3.68, Synergy_Bliss=-5.30, Synergy_Loewe=-13.8, Synergy_HSA=-2.89. (3) Drug 1: CCCS(=O)(=O)NC1=C(C(=C(C=C1)F)C(=O)C2=CNC3=C2C=C(C=N3)C4=CC=C(C=C4)Cl)F. Drug 2: CN(CC1=CN=C2C(=N1)C(=NC(=N2)N)N)C3=CC=C(C=C3)C(=O)NC(CCC(=O)O)C(=O)O. Cell line: RPMI-8226. Synergy scores: CSS=27.6, Synergy_ZIP=1.63, Synergy_Bliss=5.69, Synergy_Loewe=-28.2, Synergy_HSA=-2.73. (4) Drug 1: C1CCN(CC1)CCOC2=CC=C(C=C2)C(=O)C3=C(SC4=C3C=CC(=C4)O)C5=CC=C(C=C5)O. Drug 2: C1=NNC2=C1C(=O)NC=N2. Cell line: NCI-H522. Synergy scores: CSS=7.41, Synergy_ZIP=-1.78, Synergy_Bliss=0.181, Synergy_Loewe=-0.459, Synergy_HSA=-0.695. (5) Cell line: NCIH23. Synergy scores: CSS=5.69, Synergy_ZIP=0.0323, Synergy_Bliss=5.28, Synergy_Loewe=3.20, Synergy_HSA=3.44. Drug 2: CC(C)CN1C=NC2=C1C3=CC=CC=C3N=C2N. Drug 1: CC1=C(C(CCC1)(C)C)C=CC(=CC=CC(=CC(=O)O)C)C.